Dataset: Forward reaction prediction with 1.9M reactions from USPTO patents (1976-2016). Task: Predict the product of the given reaction. (1) Given the reactants Br[C:2]1[CH:3]=[C:4]([CH2:13][O:14][C:15]2[CH:20]=[CH:19][C:18]([CH2:21][CH:22]([CH3:26])[C:23]([OH:25])=[O:24])=[CH:17][CH:16]=2)[C:5]2[O:9][C:8]([CH3:11])([CH3:10])[CH2:7][C:6]=2[CH:12]=1.[CH2:27]([NH:29][CH2:30][CH3:31])[CH3:28].[C:32]1(C2C=CC=CC=2)C=CC=C[C:33]=1P(C(C)(C)C)C(C)(C)C.CC(C)([O-])C.[Na+], predict the reaction product. The product is: [CH2:27]([N:29]([CH2:30][CH3:31])[C:2]1[CH:3]=[C:4]([CH2:13][O:14][C:15]2[CH:20]=[CH:19][C:18]([CH2:21][CH:22]([CH3:26])[C:23]([O:25][CH2:32][CH3:33])=[O:24])=[CH:17][CH:16]=2)[C:5]2[O:9][C:8]([CH3:11])([CH3:10])[CH2:7][C:6]=2[CH:12]=1)[CH3:28]. (2) Given the reactants [F:1][C:2]1[CH:3]=[C:4]([C:14]([F:17])([F:16])[F:15])[CH:5]=[C:6]2[C:10]=1[N:9]([CH3:11])[CH:8]=[C:7]2C=O.[CH2:18]([CH2:20][NH2:21])[OH:19].[BH4-].[Na+].O, predict the reaction product. The product is: [F:1][C:2]1[CH:3]=[C:4]([C:14]([F:15])([F:16])[F:17])[CH:5]=[C:6]2[C:10]=1[N:9]([CH3:11])[CH:8]=[C:7]2[NH:21][CH2:20][CH2:18][OH:19]. (3) Given the reactants Cl.[CH3:2][C:3]1([CH3:19])[C:11]2[C:6](=[N:7][CH:8]=[CH:9][N:10]=2)[N:5]([CH:12]2[CH2:17][CH2:16][NH:15][CH2:14][CH2:13]2)[C:4]1=[O:18].C(=O)([O-])[O-].[K+].[K+].Cl[C:27]1[S:28][C:29]2[CH:35]=[CH:34][CH:33]=[CH:32][C:30]=2[N:31]=1.O, predict the reaction product. The product is: [S:28]1[C:29]2[CH:35]=[CH:34][CH:33]=[CH:32][C:30]=2[N:31]=[C:27]1[N:15]1[CH2:16][CH2:17][CH:12]([N:5]2[C:6]3=[N:7][CH:8]=[CH:9][N:10]=[C:11]3[C:3]([CH3:19])([CH3:2])[C:4]2=[O:18])[CH2:13][CH2:14]1.